This data is from NCI-60 drug combinations with 297,098 pairs across 59 cell lines. The task is: Regression. Given two drug SMILES strings and cell line genomic features, predict the synergy score measuring deviation from expected non-interaction effect. Drug 1: CC1=C2C(C(=O)C3(C(CC4C(C3C(C(C2(C)C)(CC1OC(=O)C(C(C5=CC=CC=C5)NC(=O)C6=CC=CC=C6)O)O)OC(=O)C7=CC=CC=C7)(CO4)OC(=O)C)O)C)OC(=O)C. Drug 2: CC1=C(C(=O)C2=C(C1=O)N3CC4C(C3(C2COC(=O)N)OC)N4)N. Cell line: M14. Synergy scores: CSS=43.6, Synergy_ZIP=-9.87, Synergy_Bliss=-12.0, Synergy_Loewe=-10.5, Synergy_HSA=-8.11.